Predict the product of the given reaction. From a dataset of Forward reaction prediction with 1.9M reactions from USPTO patents (1976-2016). (1) Given the reactants Br[CH2:2][C:3]([C:5]1[CH:6]=[C:7]([C:11]2[CH2:17][C:16](=[O:18])[NH:15][C:14]3[CH:19]=[C:20]([Cl:26])[C:21]([N:23]([CH3:25])[CH3:24])=[CH:22][C:13]=3[N:12]=2)[CH:8]=[CH:9][CH:10]=1)=O.C(C([O:33][CH2:34][C:35]([NH2:37])=[S:36])=O)(C)(C)C, predict the reaction product. The product is: [Cl:26][C:20]1[C:21]([N:23]([CH3:24])[CH3:25])=[CH:22][C:13]2[N:12]=[C:11]([C:7]3[CH:8]=[CH:9][CH:10]=[C:5]([C:3]4[N:37]=[C:35]([CH2:34][OH:33])[S:36][CH:2]=4)[CH:6]=3)[CH2:17][C:16](=[O:18])[NH:15][C:14]=2[CH:19]=1. (2) Given the reactants Cl.[Cl:2][C:3]1[CH:8]=[CH:7][CH:6]=[CH:5][C:4]=1[N:9]1[CH:13]([C:14]2[CH:19]=[CH:18][C:17]([N:20]3[CH2:25][CH2:24][NH:23][CH2:22][CH2:21]3)=[CH:16][CH:15]=2)[CH2:12][C:11]([C:26]([C:32]([F:35])([F:34])[F:33])([C:28]([F:31])([F:30])[F:29])[OH:27])=[N:10]1.[OH:36][C:37]([CH3:42])([CH3:41])[C:38](O)=[O:39].C1C=CC2N(O)N=NC=2C=1.CCN=C=NCCCN(C)C.C(N(CC)CC)C, predict the reaction product. The product is: [Cl:2][C:3]1[CH:8]=[CH:7][CH:6]=[CH:5][C:4]=1[N:9]1[CH:13]([C:14]2[CH:15]=[CH:16][C:17]([N:20]3[CH2:25][CH2:24][N:23]([C:38](=[O:39])[C:37]([OH:36])([CH3:42])[CH3:41])[CH2:22][CH2:21]3)=[CH:18][CH:19]=2)[CH2:12][C:11]([C:26]([C:28]([F:31])([F:30])[F:29])([C:32]([F:33])([F:35])[F:34])[OH:27])=[N:10]1. (3) Given the reactants COC1C=C(OC)C=CC=1C[N:6]1[C:14](=[O:15])[N:13]([CH2:16][CH2:17][N:18]2[CH2:23][CH2:22][O:21][CH2:20][CH2:19]2)[C:12]2[C:7]1=[N:8][C:9]([C:24]1[C:32]3[C:27](=[N:28][CH:29]=[CH:30][CH:31]=3)[N:26]([CH2:33][C:34]3[CH:39]=[CH:38][CH:37]=[CH:36][C:35]=3[F:40])[N:25]=1)=[N:10][CH:11]=2.C([SiH](CC)CC)C.O.C(=O)([O-])O.[Na+], predict the reaction product. The product is: [F:40][C:35]1[CH:36]=[CH:37][CH:38]=[CH:39][C:34]=1[CH2:33][N:26]1[C:27]2=[N:28][CH:29]=[CH:30][CH:31]=[C:32]2[C:24]([C:9]2[N:8]=[C:7]3[C:12]([N:13]([CH2:16][CH2:17][N:18]4[CH2:23][CH2:22][O:21][CH2:20][CH2:19]4)[C:14](=[O:15])[NH:6]3)=[CH:11][N:10]=2)=[N:25]1.